Task: Predict the product of the given reaction.. Dataset: Forward reaction prediction with 1.9M reactions from USPTO patents (1976-2016) (1) The product is: [CH3:1][N:2]1[CH2:22][CH2:21][C:5](=[C:6]2[C:17]3[CH:18]=[CH:19][S:20][C:16]=3[C:14](=[O:15])[CH2:13][C:12]3[CH:11]=[CH:10][CH:9]=[CH:8][C:7]2=3)[CH2:4][CH2:3]1. Given the reactants [CH3:1][N:2]1[CH2:22][CH2:21][C:5](=[C:6]2[C:17]3[CH:18]=[CH:19][S:20][C:16]=3[C:14](=[O:15])[CH2:13][C:12]3[CH:11]=[CH:10][CH:9]=[CH:8][C:7]2=3)[CH2:4][CH2:3]1.C(/C(O)=O)=C\C(O)=O, predict the reaction product. (2) Given the reactants [Cl:1][C:2]1[CH:32]=[CH:31][CH:30]=[C:29]([Cl:33])[C:3]=1[C:4]([NH:6][C@H:7]([C:26]([OH:28])=[O:27])[CH2:8][C:9]1[CH:14]=[CH:13][C:12]([O:15][CH2:16][CH2:17][CH2:18][NH:19][C:20]2[CH:25]=[CH:24][CH:23]=[CH:22][N:21]=2)=[CH:11][CH:10]=1)=[O:5].C(=O)([O-])[O-].[K+].[K+].Cl[CH2:41][C:42]([N:44]([CH3:46])[CH3:45])=[O:43], predict the reaction product. The product is: [Cl:1][C:2]1[CH:32]=[CH:31][CH:30]=[C:29]([Cl:33])[C:3]=1[C:4]([NH:6][C@H:7]([C:26]([O:28][CH2:41][C:42]([N:44]([CH3:46])[CH3:45])=[O:43])=[O:27])[CH2:8][C:9]1[CH:14]=[CH:13][C:12]([O:15][CH2:16][CH2:17][CH2:18][NH:19][C:20]2[CH:25]=[CH:24][CH:23]=[CH:22][N:21]=2)=[CH:11][CH:10]=1)=[O:5].